From a dataset of Peptide-MHC class II binding affinity with 134,281 pairs from IEDB. Regression. Given a peptide amino acid sequence and an MHC pseudo amino acid sequence, predict their binding affinity value. This is MHC class II binding data. (1) The peptide sequence is NHFFNHHKVMLLGHS. The MHC is HLA-DPA10103-DPB10401 with pseudo-sequence HLA-DPA10103-DPB10401. The binding affinity (normalized) is 0.387. (2) The peptide sequence is AEGGKATTEEQKLIE. The MHC is HLA-DQA10102-DQB10602 with pseudo-sequence HLA-DQA10102-DQB10602. The binding affinity (normalized) is 0.303. (3) The peptide sequence is ADKVAYALAQGLKVI. The MHC is HLA-DQA10101-DQB10501 with pseudo-sequence HLA-DQA10101-DQB10501. The binding affinity (normalized) is 0.383. (4) The MHC is DRB1_1501 with pseudo-sequence DRB1_1501. The peptide sequence is YAIGGSSNPTILSEG. The binding affinity (normalized) is 0.222. (5) The binding affinity (normalized) is 0.171. The MHC is DRB3_0101 with pseudo-sequence DRB3_0101. The peptide sequence is RVKLSALTLKGTSYK. (6) The peptide sequence is QPFPKTVWEQILNTW. The MHC is DRB1_0701 with pseudo-sequence DRB1_0701. The binding affinity (normalized) is 0.235. (7) The peptide sequence is NIRQAGVQYSR. The MHC is DRB1_0802 with pseudo-sequence DRB1_0802. The binding affinity (normalized) is 0.398. (8) The binding affinity (normalized) is 0.0556. The MHC is HLA-DQA10104-DQB10503 with pseudo-sequence HLA-DQA10104-DQB10503. The peptide sequence is RQHGSEEWEPLTKKG. (9) The peptide sequence is IFRHWYWQQPYYIVA. The MHC is DRB1_1201 with pseudo-sequence DRB1_1201. The binding affinity (normalized) is 0.511. (10) The peptide sequence is KVLELAAALSDDFER. The MHC is DRB1_0405 with pseudo-sequence DRB1_0405. The binding affinity (normalized) is 0.177.